From a dataset of Reaction yield outcomes from USPTO patents with 853,638 reactions. Predict the reaction yield, written as a fraction of the theoretical maximum amount of product (1.0 means a 100% yield; for example, 0.34 means a 34% yield). (1) The catalyst is C(#N)C. The product is [F:1][C:2]1[C:7]([S:8]([CH3:11])(=[O:10])=[O:9])=[CH:6][CH:5]=[CH:4][C:3]=1[CH:12]1[CH2:17][CH2:16][N:15]([CH2:25][CH2:26][CH3:27])[CH2:14][CH2:13]1. The reactants are [F:1][C:2]1[C:7]([S:8]([CH3:11])(=[O:10])=[O:9])=[CH:6][CH:5]=[CH:4][C:3]=1[CH:12]1[CH2:17][CH2:16][NH:15][CH2:14][CH2:13]1.C(=O)([O-])[O-].[K+].[K+].I[CH2:25][CH2:26][CH3:27].O. The yield is 0.790. (2) The reactants are [OH:1][C:2]1[CH:3]=[C:4]([NH:17]C(=O)C)[CH:5]=[CH:6][C:7]=1[C:8]([CH3:16])([CH3:15])[CH2:9][O:10][CH2:11][CH2:12][O:13][CH3:14].Cl.C([O-])([O-])=O.[Na+].[Na+]. No catalyst specified. The product is [CH3:14][O:13][CH2:12][CH2:11][O:10][CH2:9][C:8]([C:7]1[CH:6]=[CH:5][C:4]([NH2:17])=[CH:3][C:2]=1[OH:1])([CH3:16])[CH3:15]. The yield is 0.0600.